This data is from Peptide-MHC class I binding affinity with 185,985 pairs from IEDB/IMGT. The task is: Regression. Given a peptide amino acid sequence and an MHC pseudo amino acid sequence, predict their binding affinity value. This is MHC class I binding data. (1) The peptide sequence is SEFWLNYTA. The MHC is HLA-A02:12 with pseudo-sequence HLA-A02:12. The binding affinity (normalized) is 0.411. (2) The peptide sequence is RTFGKLPYR. The MHC is HLA-A01:01 with pseudo-sequence HLA-A01:01. The binding affinity (normalized) is 0.0847.